Dataset: NCI-60 drug combinations with 297,098 pairs across 59 cell lines. Task: Regression. Given two drug SMILES strings and cell line genomic features, predict the synergy score measuring deviation from expected non-interaction effect. Drug 1: CC12CCC(CC1=CCC3C2CCC4(C3CC=C4C5=CN=CC=C5)C)O. Drug 2: CC1CCCC2(C(O2)CC(NC(=O)CC(C(C(=O)C(C1O)C)(C)C)O)C(=CC3=CSC(=N3)C)C)C. Cell line: NCIH23. Synergy scores: CSS=4.48, Synergy_ZIP=-1.19, Synergy_Bliss=-0.917, Synergy_Loewe=-3.65, Synergy_HSA=-2.69.